From a dataset of CYP1A2 inhibition data for predicting drug metabolism from PubChem BioAssay. Regression/Classification. Given a drug SMILES string, predict its absorption, distribution, metabolism, or excretion properties. Task type varies by dataset: regression for continuous measurements (e.g., permeability, clearance, half-life) or binary classification for categorical outcomes (e.g., BBB penetration, CYP inhibition). Dataset: cyp1a2_veith. (1) The molecule is CCNc1ncc2nc(-c3ccc(Cl)cc3)c(=O)n(Cc3cccc(OC)c3)c2n1. The result is 0 (non-inhibitor). (2) The drug is CC(C)C(NC(=O)OCc1ccccc1)C(=O)O. The result is 0 (non-inhibitor). (3) The compound is C(CCc1nnc2c(n1)CCCC2)Cc1nnc2c(n1)CCCC2. The result is 1 (inhibitor). (4) The result is 0 (non-inhibitor). The molecule is O=[N+]([O-])c1cc(C(F)(F)F)ccc1NCCCCNS(=O)(=O)c1ccc2ccccc2c1. (5) The molecule is CCC(C)NC(=O)c1cnn2c(C)c3c(nc12)CCCC3. The result is 1 (inhibitor). (6) The molecule is CCNCc1cc(OCC)c(OCC(=O)NCCc2ccccc2)cc1Cl.Cl. The result is 1 (inhibitor). (7) The drug is Cn1cccc1C(=O)N1CCC[C@@]2(CCN(Cc3ccc(C#N)cc3)C2)C1. The result is 0 (non-inhibitor).